This data is from Peptide-MHC class I binding affinity with 185,985 pairs from IEDB/IMGT. The task is: Regression. Given a peptide amino acid sequence and an MHC pseudo amino acid sequence, predict their binding affinity value. This is MHC class I binding data. (1) The peptide sequence is SPTPGPSNA. The MHC is HLA-A66:01 with pseudo-sequence HLA-A66:01. The binding affinity (normalized) is 0.213. (2) The binding affinity (normalized) is 0. The MHC is HLA-B08:01 with pseudo-sequence HLA-B08:01. The peptide sequence is EYRKILRQR. (3) The peptide sequence is RAPKVRLSL. The MHC is HLA-A02:01 with pseudo-sequence HLA-A02:01. The binding affinity (normalized) is 0.0847. (4) The peptide sequence is YPAVINSNI. The MHC is HLA-B35:01 with pseudo-sequence HLA-B35:01. The binding affinity (normalized) is 0.564. (5) The peptide sequence is IVAWTRTAT. The MHC is HLA-A03:01 with pseudo-sequence HLA-A03:01. The binding affinity (normalized) is 0.0847. (6) The peptide sequence is WLQKIPLQW. The MHC is HLA-A02:03 with pseudo-sequence HLA-A02:03. The binding affinity (normalized) is 0.0847.